From a dataset of Catalyst prediction with 721,799 reactions and 888 catalyst types from USPTO. Predict which catalyst facilitates the given reaction. (1) Reactant: Cl[C:2]1[N:3]=[C:4]([C:10]2[CH:11]=[N:12][CH:13]=[CH:14][CH:15]=2)[S:5][C:6]=1[N+:7]([O-:9])=[O:8].[CH3:16][S-:17].[Na+]. Product: [CH3:16][S:17][C:2]1[N:3]=[C:4]([C:10]2[CH:11]=[N:12][CH:13]=[CH:14][CH:15]=2)[S:5][C:6]=1[N+:7]([O-:9])=[O:8]. The catalyst class is: 155. (2) Reactant: [H-].[Na+].Cl[CH2:4][CH2:5][CH:6]([C:10]1[CH:15]=[CH:14][CH:13]=[CH:12][CH:11]=1)[CH2:7][CH2:8]Cl.[CH3:16][O:17][C:18]1[CH:19]=[C:20]([CH2:24][C:25]#[N:26])[CH:21]=[CH:22][CH:23]=1.[Cl-].[NH4+]. Product: [CH3:16][O:17][C:18]1[CH:19]=[C:20]([C:24]2([C:25]#[N:26])[CH2:4][CH2:5][CH:6]([C:10]3[CH:15]=[CH:14][CH:13]=[CH:12][CH:11]=3)[CH2:7][CH2:8]2)[CH:21]=[CH:22][CH:23]=1. The catalyst class is: 16.